This data is from Forward reaction prediction with 1.9M reactions from USPTO patents (1976-2016). The task is: Predict the product of the given reaction. (1) The product is: [CH:1]1([CH:4]([C:11]2[CH:16]=[C:15]([O:17][CH2:18][C:19]3[CH:24]=[CH:23][C:22]([C:25]4[CH:30]=[C:29]([O:31][CH3:32])[CH:28]=[CH:27][C:26]=4[F:33])=[C:21]([CH2:34][C:35]([CH3:38])([CH3:37])[CH3:36])[N:20]=3)[N:14]=[CH:13][N:12]=2)[CH2:5][C:6]([OH:8])=[O:7])[CH2:2][CH2:3]1. Given the reactants [CH:1]1([CH:4]([C:11]2[CH:16]=[C:15]([O:17][CH2:18][C:19]3[CH:24]=[CH:23][C:22]([C:25]4[CH:30]=[C:29]([O:31][CH3:32])[CH:28]=[CH:27][C:26]=4[F:33])=[C:21]([CH2:34][C:35]([CH3:38])([CH3:37])[CH3:36])[N:20]=3)[N:14]=[CH:13][N:12]=2)[CH2:5][C:6]([O:8]CC)=[O:7])[CH2:3][CH2:2]1.[OH-].[Na+].Cl, predict the reaction product. (2) Given the reactants C(N(CC)CC)C.[CH:8]([C:10]1[C:18]2[C:13](=[CH:14][CH:15]=[CH:16][CH:17]=2)[N:12](C(OC(C)(C)C)=O)[CH:11]=1)=[O:9].[CH3:26][O:27][C:28]1[CH:29]=[C:30]([CH:39]=[CH:40][CH:41]=1)[N:31]=[CH:32][C:33]1[NH:37][CH:36]=[N:35][C:34]=1[CH3:38], predict the reaction product. The product is: [NH:12]1[C:13]2[C:18](=[CH:17][CH:16]=[CH:15][CH:14]=2)[C:10]([C:8](=[O:9])[CH:32]([NH:31][C:30]2[CH:39]=[CH:40][CH:41]=[C:28]([O:27][CH3:26])[CH:29]=2)[C:33]2[NH:37][CH:36]=[N:35][C:34]=2[CH3:38])=[CH:11]1. (3) Given the reactants [NH2:1][C:2]1[C:7]([CH:8]=O)=[CH:6][CH:5]=[CH:4][N:3]=1.[CH3:10][C:11]([CH3:13])=O, predict the reaction product. The product is: [CH3:13][C:11]1[CH:10]=[CH:8][C:7]2[C:2](=[N:3][CH:4]=[CH:5][CH:6]=2)[N:1]=1. (4) Given the reactants [C:1]([O:5][C:6]([N:8]1[CH:13]([CH2:14][CH3:15])[CH2:12][CH:11]([NH:16][CH2:17][C:18]2[CH:23]=[C:22]([C:24]([F:27])([F:26])[F:25])[CH:21]=[C:20]([C:28]([F:31])([F:30])[F:29])[CH:19]=2)[CH2:10][CH:9]1[CH2:32][CH:33]=[CH2:34])=[O:7])([CH3:4])([CH3:3])[CH3:2].C([O-])(O)=O.[Na+].Cl[C:41]([O:43][CH3:44])=[O:42], predict the reaction product. The product is: [C:1]([O:5][C:6]([N:8]1[CH:13]([CH2:14][CH3:15])[CH2:12][CH:11]([N:16]([CH2:17][C:18]2[CH:19]=[C:20]([C:28]([F:31])([F:29])[F:30])[CH:21]=[C:22]([C:24]([F:27])([F:26])[F:25])[CH:23]=2)[C:41]([O:43][CH3:44])=[O:42])[CH2:10][CH:9]1[CH2:32][CH:33]=[CH2:34])=[O:7])([CH3:4])([CH3:3])[CH3:2]. (5) Given the reactants [CH3:1][O:2][C:3](=[O:12])[C:4]1[CH:9]=[CH:8][C:7](I)=[CH:6][C:5]=1[OH:11].C(=O)([O-])[O-].[Na+].[Na+].CO[CH2:21][CH2:22]OC, predict the reaction product. The product is: [OH:11][C:5]1[CH:6]=[C:7]([CH:21]=[CH2:22])[CH:8]=[CH:9][C:4]=1[C:3]([OH:2])=[O:12].[CH3:1][O:2][C:3](=[O:12])[C:4]1[CH:9]=[CH:8][C:7]([CH:21]=[CH2:22])=[CH:6][C:5]=1[OH:11].